From a dataset of Full USPTO retrosynthesis dataset with 1.9M reactions from patents (1976-2016). Predict the reactants needed to synthesize the given product. (1) The reactants are: [OH:1][C@H:2]([C:8]1[S:9][CH:10]=[CH:11][CH:12]=1)[CH2:3][C:4]([NH:6][CH3:7])=O.[H-].COCCO[Al+]OCCOC.[Na+].[H-].[OH-].[Na+].[Al]. Given the product [CH3:7][NH:6][CH2:4][CH2:3][C@@H:2]([C:8]1[S:9][CH:10]=[CH:11][CH:12]=1)[OH:1], predict the reactants needed to synthesize it. (2) Given the product [C:2]([O:6][C:7](=[O:10])[CH2:8][NH:9][C:24]([O:25][CH2:26][C:34]1([CH3:33])[O:38][C:37]2=[N:39][C:40]([N+:42]([O-:44])=[O:43])=[CH:41][N:36]2[CH2:35]1)=[O:30])([CH3:5])([CH3:4])[CH3:3], predict the reactants needed to synthesize it. The reactants are: Cl.[C:2]([O:6][C:7](=[O:10])[CH2:8][NH2:9])([CH3:5])([CH3:4])[CH3:3].C(N(CC)C(C)C)(C)C.ClC(Cl)(O[C:24](=[O:30])[O:25][C:26](Cl)(Cl)Cl)Cl.O[CH2:33][C:34]1(C)[O:38][C:37]2=[N:39][C:40]([N+:42]([O-:44])=[O:43])=[CH:41][N:36]2[CH2:35]1. (3) Given the product [NH2:17][CH2:16][C:6]1[C:7]([CH2:12][CH:13]([CH3:15])[CH3:14])=[N:8][C:9]2[C:4]([C:5]=1[C:18]1[CH:23]=[CH:22][CH:21]=[CH:20][CH:19]=1)=[CH:3][C:2]([C:24]#[N:25])=[CH:11][CH:10]=2, predict the reactants needed to synthesize it. The reactants are: Br[C:2]1[CH:3]=[C:4]2[C:9](=[CH:10][CH:11]=1)[N:8]=[C:7]([CH2:12][CH:13]([CH3:15])[CH3:14])[C:6]([CH2:16][NH2:17])=[C:5]2[C:18]1[CH:23]=[CH:22][CH:21]=[CH:20][CH:19]=1.[CH3:24][N:25]1CCCC1=O. (4) Given the product [F:12][C:8]1[C:7]([OH:13])=[CH:6][CH:5]=[C:4]2[C:9]=1[CH:10]=[CH:11][C:2]([C:17]1[CH:25]=[CH:24][C:20]([C:21]([OH:23])=[O:22])=[CH:19][C:18]=1[CH3:26])=[N:3]2, predict the reactants needed to synthesize it. The reactants are: Cl[C:2]1[CH:11]=[CH:10][C:9]2[C:4](=[CH:5][CH:6]=[C:7]([OH:13])[C:8]=2[F:12])[N:3]=1.B([C:17]1[CH:25]=[CH:24][C:20]([C:21]([OH:23])=[O:22])=[CH:19][C:18]=1[CH3:26])(O)O. (5) Given the product [C:1]([O:5][C@@H:6]([C:12]1[C:31]([CH3:32])=[CH:30][C:15]2[N:16]=[C:17]([C:19]3[CH:20]=[C:21]4[C:27]([CH3:28])=[N:26][N:25]([CH3:29])[C:22]4=[CH:23][N:24]=3)[S:18][C:14]=2[C:13]=1[C:33]1[CH:38]=[CH:37][C:36]([Cl:39])=[CH:35][CH:34]=1)[C:7]([OH:9])=[O:8])([CH3:4])([CH3:2])[CH3:3], predict the reactants needed to synthesize it. The reactants are: [C:1]([O:5][C@@H:6]([C:12]1[C:31]([CH3:32])=[CH:30][C:15]2[N:16]=[C:17]([C:19]3[CH:20]=[C:21]4[C:27]([CH3:28])=[N:26][N:25]([CH3:29])[C:22]4=[CH:23][N:24]=3)[S:18][C:14]=2[C:13]=1[C:33]1[CH:38]=[CH:37][C:36]([Cl:39])=[CH:35][CH:34]=1)[C:7]([O:9]CC)=[O:8])([CH3:4])([CH3:3])[CH3:2].[OH-].[Na+].CN(C=O)C.C(O)(=O)C. (6) Given the product [NH2:2][CH2:1][CH:3]1[CH2:4][C:5]2([CH2:10][CH2:9][N:8]([C:11]([O:13][C:14]([CH3:17])([CH3:16])[CH3:15])=[O:12])[CH2:7]2)[CH2:6]1, predict the reactants needed to synthesize it. The reactants are: [C:1]([CH:3]1[CH2:6][C:5]2([CH2:10][CH2:9][N:8]([C:11]([O:13][C:14]([CH3:17])([CH3:16])[CH3:15])=[O:12])[CH2:7]2)[CH2:4]1)#[N:2]. (7) Given the product [C:56]([O:55][C:53]([N:60]1[CH2:61][CH2:62][N:63]([C:81]2[C:76]3[O:75][C:74]([C:84]#[N:85])=[C:73]([CH2:66][C:67]4[CH:72]=[CH:71][CH:70]=[CH:69][CH:68]=4)[C:77]=3[CH:78]=[C:79]([CH3:83])[CH:80]=2)[CH2:64][CH2:65]1)=[O:54])([CH3:59])([CH3:58])[CH3:57], predict the reactants needed to synthesize it. The reactants are: C1C=CC(P(C2C(C3C(P(C4C=CC=CC=4)C4C=CC=CC=4)=CC=C4C=3C=CC=C4)=C3C(C=CC=C3)=CC=2)C2C=CC=CC=2)=CC=1.C(=O)([O-])[O-].[Cs+].[Cs+].[C:53]([N:60]1[CH2:65][CH2:64][NH:63][CH2:62][CH2:61]1)([O:55][C:56]([CH3:59])([CH3:58])[CH3:57])=[O:54].[CH2:66]([C:73]1[C:77]2[CH:78]=[C:79]([CH3:83])[CH:80]=[C:81](Br)[C:76]=2[O:75][C:74]=1[C:84]#[N:85])[C:67]1[CH:72]=[CH:71][CH:70]=[CH:69][CH:68]=1.